Task: Predict the reactants needed to synthesize the given product.. Dataset: Full USPTO retrosynthesis dataset with 1.9M reactions from patents (1976-2016) (1) Given the product [NH2:36][C:35]1[N:27]=[CH:28][N:29]=[C:30]2[C:34]=1[N:33]=[CH:32][N:31]2[CH2:19][C:8]1[N:7]([C:2]2[CH:3]=[CH:4][CH:5]=[CH:6][C:1]=2[C:21]2[CH:26]=[CH:25][CH:24]=[CH:23][CH:22]=2)[C:16](=[O:17])[C:15]2[C:10](=[CH:11][CH:12]=[CH:13][C:14]=2[Cl:18])[N:9]=1, predict the reactants needed to synthesize it. The reactants are: [C:1]1([C:21]2[CH:26]=[CH:25][CH:24]=[CH:23][CH:22]=2)[CH:6]=[CH:5][CH:4]=[CH:3][C:2]=1[N:7]1[C:16](=[O:17])[C:15]2[C:10](=[CH:11][CH:12]=[CH:13][C:14]=2[Cl:18])[N:9]=[C:8]1[CH2:19]Cl.[N:27]1[C:35]([NH2:36])=[C:34]2[C:30]([N:31]=[CH:32][NH:33]2)=[N:29][CH:28]=1.C([O-])([O-])=O.[K+].[K+]. (2) Given the product [CH2:7]([N:6]([CH2:1][CH2:2][CH2:3][CH2:4][CH3:5])[C:12](=[S:13])[S-:14])[CH2:8][CH2:9][CH2:10][CH3:11].[CH2:7]([NH2+:6][CH2:1][CH2:2][CH2:3][CH2:4][CH3:5])[CH2:8][CH2:9][CH2:10][CH3:11], predict the reactants needed to synthesize it. The reactants are: [CH2:1]([NH:6][CH2:7][CH2:8][CH2:9][CH2:10][CH3:11])[CH2:2][CH2:3][CH2:4][CH3:5].[C:12](=[S:14])=[S:13]. (3) Given the product [F:24][C:10]1([C:13]([NH:15][C:16]2[CH:21]=[CH:20][C:19]([F:22])=[C:18]([CH3:23])[CH:17]=2)=[O:14])[CH2:11][CH2:12][NH:8][CH2:9]1, predict the reactants needed to synthesize it. The reactants are: C([N:8]1[CH2:12][CH2:11][C:10]([F:24])([C:13]([NH:15][C:16]2[CH:21]=[CH:20][C:19]([F:22])=[C:18]([CH3:23])[CH:17]=2)=[O:14])[CH2:9]1)C1C=CC=CC=1. (4) Given the product [F:33][C:11]([F:10])([F:32])[C:12]1[CH:13]=[C:14]([CH:29]=[CH:30][CH:31]=1)[O:15][C:16]1[CH:17]=[CH:18][C:19]([C:22]2[C:23]3=[N:28][S:6](=[O:8])(=[O:7])[CH2:5][CH2:4][N:24]3[CH:25]=[CH:26][CH:27]=2)=[CH:20][CH:21]=1, predict the reactants needed to synthesize it. The reactants are: [H-].[Na+].Cl[CH2:4][CH2:5][S:6](Cl)(=[O:8])=[O:7].[F:10][C:11]([F:33])([F:32])[C:12]1[CH:13]=[C:14]([CH:29]=[CH:30][CH:31]=1)[O:15][C:16]1[CH:21]=[CH:20][C:19]([C:22]2[C:23]([NH2:28])=[N:24][CH:25]=[CH:26][CH:27]=2)=[CH:18][CH:17]=1.